This data is from Peptide-MHC class II binding affinity with 134,281 pairs from IEDB. The task is: Regression. Given a peptide amino acid sequence and an MHC pseudo amino acid sequence, predict their binding affinity value. This is MHC class II binding data. (1) The peptide sequence is EKQYFAATQFEPLAA. The MHC is HLA-DPA10103-DPB10601 with pseudo-sequence HLA-DPA10103-DPB10601. The binding affinity (normalized) is 0.928. (2) The peptide sequence is WTGGGSDKALAAATP. The MHC is DRB1_1501 with pseudo-sequence DRB1_1501. The binding affinity (normalized) is 0.0241. (3) The peptide sequence is GWPYIGSRSQILGRS. The MHC is DRB1_0901 with pseudo-sequence DRB1_0901. The binding affinity (normalized) is 0.154. (4) The peptide sequence is EAKYWCPDSMEYNCP. The MHC is HLA-DQA10501-DQB10302 with pseudo-sequence HLA-DQA10501-DQB10302. The binding affinity (normalized) is 0.209. (5) The peptide sequence is VAPEEHPVLLTEAPLNPKA. The MHC is DRB1_0404 with pseudo-sequence DRB1_0404. The binding affinity (normalized) is 0. (6) The binding affinity (normalized) is 0.573. The peptide sequence is EKKYFAATQFEPCAA. The MHC is DRB1_1001 with pseudo-sequence DRB1_1001. (7) The peptide sequence is INEPTAAWIAYGLDR. The MHC is HLA-DQA10401-DQB10402 with pseudo-sequence HLA-DQA10401-DQB10402. The binding affinity (normalized) is 0.541. (8) The MHC is DRB1_0901 with pseudo-sequence DRB1_0901. The peptide sequence is VTDLFAAQPGLTSAV. The binding affinity (normalized) is 0.765. (9) The peptide sequence is GLVVAMTFFEQVRRL. The MHC is HLA-DPA10301-DPB10402 with pseudo-sequence HLA-DPA10301-DPB10402. The binding affinity (normalized) is 0.477. (10) The peptide sequence is PYGATISATPEWATP. The MHC is HLA-DPA10201-DPB10101 with pseudo-sequence HLA-DPA10201-DPB10101. The binding affinity (normalized) is 0.158.